Dataset: Forward reaction prediction with 1.9M reactions from USPTO patents (1976-2016). Task: Predict the product of the given reaction. (1) Given the reactants C(OC([N:8]1[CH2:13][CH2:12][N:11]([CH2:14][C:15]2[CH:20]=[CH:19][CH:18]=[C:17]([C:21]3[CH:26]=[CH:25][N:24]=[C:23](Cl)[N:22]=3)[CH:16]=2)[C:10]([CH3:29])([CH3:28])[CH2:9]1)=O)(C)(C)C.[F:30][C:31]1[CH:32]=[C:33]([CH2:38][CH2:39][NH2:40])[CH:34]=[C:35]([F:37])[CH:36]=1, predict the reaction product. The product is: [F:30][C:31]1[CH:32]=[C:33]([CH2:38][CH2:39][NH:40][C:23]2[N:22]=[C:21]([C:17]3[CH:18]=[CH:19][CH:20]=[C:15]([CH2:14][N:11]4[CH2:12][CH2:13][NH:8][CH2:9][C:10]4([CH3:29])[CH3:28])[CH:16]=3)[CH:26]=[CH:25][N:24]=2)[CH:34]=[C:35]([F:37])[CH:36]=1. (2) The product is: [F:20][CH2:21][CH2:22][NH:23][C:2]1[CH:7]=[CH:6][N:5]2[CH:8]=[C:9]([C:11]3[CH:16]=[CH:15][CH:14]=[C:13]([O:17][CH3:18])[CH:12]=3)[N:10]=[C:4]2[CH:3]=1. Given the reactants Br[C:2]1[CH:7]=[CH:6][N:5]2[CH:8]=[C:9]([C:11]3[CH:16]=[CH:15][CH:14]=[C:13]([O:17][CH3:18])[CH:12]=3)[N:10]=[C:4]2[CH:3]=1.Cl.[F:20][CH2:21][CH2:22][NH2:23], predict the reaction product.